From a dataset of Forward reaction prediction with 1.9M reactions from USPTO patents (1976-2016). Predict the product of the given reaction. (1) The product is: [CH3:1][C:2]1[CH:3]=[CH:4][C:5]([C:8]2[CH:9]=[C:10]([CH:14]=[C:15]([O:17][C:18]3[S:19][CH:20]=[CH:21][N:22]=3)[CH:16]=2)[C:11]([NH:34][C@@H:32]([C:29]2[CH:30]=[N:31][C:26]([CH3:25])=[CH:27][CH:28]=2)[CH3:33])=[O:13])=[N:6][CH:7]=1. Given the reactants [CH3:1][C:2]1[CH:3]=[CH:4][C:5]([C:8]2[CH:9]=[C:10]([CH:14]=[C:15]([O:17][C:18]3[S:19][CH:20]=[CH:21][N:22]=3)[CH:16]=2)[C:11]([OH:13])=O)=[N:6][CH:7]=1.Cl.Cl.[CH3:25][C:26]1[N:31]=[CH:30][C:29]([C@H:32]([NH2:34])[CH3:33])=[CH:28][CH:27]=1.F[P-](F)(F)(F)(F)F.C[N+](C)=C(N(C)C)ON1C2N=CC=CC=2N=N1.C(N(CC)C(C)C)(C)C, predict the reaction product. (2) Given the reactants C(OC(=O)[NH:7][C:8]1[CH:13]=[CH:12][C:11]([C:14]2[C:22]([F:23])=[C:21]3[C:17]([C:18]([NH2:24])=[N:19][NH:20]3)=[CH:16][CH:15]=2)=[CH:10][CH:9]=1)(C)(C)C.FC(F)(F)C(O)=O.[OH-].[Na+], predict the reaction product. The product is: [NH2:7][C:8]1[CH:9]=[CH:10][C:11]([C:14]2[C:22]([F:23])=[C:21]3[C:17]([C:18]([NH2:24])=[N:19][NH:20]3)=[CH:16][CH:15]=2)=[CH:12][CH:13]=1. (3) The product is: [C:22]1([N:21]([C:11]2[CH:12]=[CH:13][C:8]([C:5]3[CH:6]=[CH:7][C:2]([Br:1])=[CH:3][CH:4]=3)=[CH:9][CH:10]=2)[C:15]2[CH:16]=[CH:17][CH:18]=[CH:19][CH:20]=2)[CH:23]=[CH:24][CH:25]=[CH:26][CH:27]=1. Given the reactants [Br:1][C:2]1[CH:7]=[CH:6][C:5]([C:8]2[CH:13]=[CH:12][C:11](I)=[CH:10][CH:9]=2)=[CH:4][CH:3]=1.[C:15]1([NH:21][C:22]2[CH:27]=[CH:26][CH:25]=[CH:24][CH:23]=2)[CH:20]=[CH:19][CH:18]=[CH:17][CH:16]=1.CC(C)([O-])C.[Na+].CNCCNC, predict the reaction product. (4) Given the reactants [NH2:1][C:2]([CH3:6])([CH3:5])[CH2:3][OH:4].[C:7]([O:11][CH3:12])(=[O:10])[C:8]#[CH:9].C[O-].[Na+].[C:16](O)(=O)[CH2:17][C:18](CC(O)=O)(C(O)=O)[OH:19], predict the reaction product. The product is: [OH:4][CH2:3][C:2]([N:1]1[C:18](=[O:19])[CH:17]=[CH:16][C:8]([C:7]([O:11][CH3:12])=[O:10])=[CH:9]1)([CH3:6])[CH3:5]. (5) Given the reactants [C:1]1([C:7]2[C:12]3[S:13][CH:14]=[CH:15][C:11]=3[C:10](=[O:16])[NH:9][N:8]=2)[CH:6]=[CH:5][CH:4]=[CH:3][CH:2]=1.CC([O-])(C)C.[K+].C1(P([NH:37]O)(C2C=CC=CC=2)=O)C=CC=CC=1.CN(C=O)C, predict the reaction product. The product is: [NH2:37][N:9]1[C:10](=[O:16])[C:11]2[CH:15]=[CH:14][S:13][C:12]=2[C:7]([C:1]2[CH:2]=[CH:3][CH:4]=[CH:5][CH:6]=2)=[N:8]1. (6) The product is: [CH2:2]([O:4][C:5]([CH:7]1[CH2:11][CH:10]([OH:12])[CH2:9][N:8]1[C:29](=[O:30])[CH2:28][CH2:27][CH2:26][C:20]1[CH:25]=[CH:24][CH:23]=[CH:22][CH:21]=1)=[O:6])[CH3:3]. Given the reactants Cl.[CH2:2]([O:4][C:5]([CH:7]1[CH2:11][CH:10]([OH:12])[CH2:9][NH:8]1)=[O:6])[CH3:3].CCN(CC)CC.[C:20]1([CH2:26][CH2:27][CH2:28][C:29](Cl)=[O:30])[CH:25]=[CH:24][CH:23]=[CH:22][CH:21]=1, predict the reaction product. (7) Given the reactants [CH3:1][O:2][CH:3]([O:20][CH3:21])[C:4]1[CH:9]=[CH:8][C:7]([C:10]2[CH:15]=[CH:14][C:13]([C:16]([O:18]C)=[O:17])=[CH:12][CH:11]=2)=[CH:6][CH:5]=1.[OH-].[Na+], predict the reaction product. The product is: [CH3:21][O:20][CH:3]([O:2][CH3:1])[C:4]1[CH:5]=[CH:6][C:7]([C:10]2[CH:15]=[CH:14][C:13]([C:16]([OH:18])=[O:17])=[CH:12][CH:11]=2)=[CH:8][CH:9]=1. (8) The product is: [Cl:10][C:8]1[CH:9]=[C:5]([C:3]([OH:4])=[O:13])[NH:6][CH:7]=1. Given the reactants ClC(Cl)(Cl)[C:3]([C:5]1[NH:6][CH:7]=[C:8]([Cl:10])[CH:9]=1)=[O:4].[OH-:13].[Na+], predict the reaction product. (9) The product is: [Br:23][C:24]1[CH:30]=[C:29]([C:31]([F:40])([C:32]([F:34])([F:35])[F:33])[C:36]([F:37])([F:39])[F:38])[CH:28]=[C:27]([C:41]([F:42])([F:43])[F:44])[C:25]=1[NH:26][C:7]([C:5]1[N:6]=[C:2]([Cl:1])[S:3][CH:4]=1)=[O:8]. Given the reactants [Cl:1][C:2]1[S:3][CH:4]=[C:5]([C:7](Cl)=[O:8])[N:6]=1.ClC1SC=C(C(O)=O)N=1.S(Cl)(Cl)=O.[Br:23][C:24]1[CH:30]=[C:29]([C:31]([F:40])([C:36]([F:39])([F:38])[F:37])[C:32]([F:35])([F:34])[F:33])[CH:28]=[C:27]([C:41]([F:44])([F:43])[F:42])[C:25]=1[NH2:26], predict the reaction product. (10) Given the reactants FC(F)(F)C(O)=O.N1[CH2:13][CH2:12][C:11](=[C:14]2[CH:28]=[CH:27][CH:26]=[C:16]([O:17][C:18]3[CH:23]=[CH:22][C:21]([C:24]#[N:25])=[CH:20][N:19]=3)[CH:15]2C)CC1.[N:30]1[CH:35]=[CH:34][CH:33]=[C:32]([NH:36][C:37](=[O:45])OC2C=CC=CC=2)[CH:31]=1.[CH:46]([N:49](C(C)C)[CH2:50]C)(C)[CH3:47], predict the reaction product. The product is: [C:24]([C:21]1[CH:22]=[CH:23][C:18]([O:17][C:16]2[CH:15]=[C:14]([CH:28]=[CH:27][CH:26]=2)[CH:11]=[C:12]2[CH2:13][CH2:50][N:49]([C:37]([NH:36][C:32]3[CH:31]=[N:30][CH:35]=[CH:34][CH:33]=3)=[O:45])[CH2:46][CH2:47]2)=[N:19][CH:20]=1)#[N:25].